Dataset: Peptide-MHC class I binding affinity with 185,985 pairs from IEDB/IMGT. Task: Regression. Given a peptide amino acid sequence and an MHC pseudo amino acid sequence, predict their binding affinity value. This is MHC class I binding data. The peptide sequence is SHYSHNPKL. The MHC is HLA-B08:02 with pseudo-sequence HLA-B08:02. The binding affinity (normalized) is 0.0847.